This data is from Forward reaction prediction with 1.9M reactions from USPTO patents (1976-2016). The task is: Predict the product of the given reaction. (1) Given the reactants [C:1]([CH:4](OS(C1C=CC(C)=CC=1)(=O)=O)[C:5]1[CH:10]=[CH:9][CH:8]=[CH:7][CH:6]=1)(=[O:3])[NH2:2].[CH3:22][O:23][C:24]1[CH:25]=[C:26]2[C:31](=[CH:32][C:33]=1[O:34][CH3:35])[C@H:30]([CH2:36][CH2:37][C:38]1[CH:43]=[CH:42][CH:41]=[C:40]([C:44]([F:47])([F:46])[F:45])[CH:39]=1)[NH:29][CH2:28][CH2:27]2, predict the reaction product. The product is: [CH3:22][O:23][C:24]1[CH:25]=[C:26]2[C:31](=[CH:32][C:33]=1[O:34][CH3:35])[C@H:30]([CH2:36][CH2:37][C:38]1[CH:43]=[CH:42][CH:41]=[C:40]([C:44]([F:47])([F:46])[F:45])[CH:39]=1)[N:29]([C@H:4]([C:5]1[CH:6]=[CH:7][CH:8]=[CH:9][CH:10]=1)[C:1]([NH2:2])=[O:3])[CH2:28][CH2:27]2. (2) Given the reactants [Si:1]([O:18][CH2:19][C@@H:20]1[CH2:25][CH2:24][CH:23]=[CH:22][N:21]1[C:26]([O:28][C:29]([CH3:32])([CH3:31])[CH3:30])=[O:27])([C:14]([CH3:17])([CH3:16])[CH3:15])([C:8]1[CH:13]=[CH:12][CH:11]=[CH:10][CH:9]=1)[C:2]1[CH:7]=[CH:6][CH:5]=[CH:4][CH:3]=1.[CH2:33]([Zn]CC)C.ICI.C(=O)(O)[O-].[Na+], predict the reaction product. The product is: [Si:1]([O:18][CH2:19][C@@H:20]1[CH2:25][CH2:24][C@@H:23]2[C@@H:22]([CH2:33]2)[N:21]1[C:26]([O:28][C:29]([CH3:32])([CH3:31])[CH3:30])=[O:27])([C:14]([CH3:16])([CH3:17])[CH3:15])([C:8]1[CH:13]=[CH:12][CH:11]=[CH:10][CH:9]=1)[C:2]1[CH:7]=[CH:6][CH:5]=[CH:4][CH:3]=1. (3) Given the reactants [OH:1][CH2:2][CH:3]([CH2:6][OH:7])[CH2:4][OH:5].[C:8]1(=O)[CH2:12][CH2:11][CH2:10][CH2:9]1, predict the reaction product. The product is: [CH2:8]1[C:12]2([O:5][CH2:4][CH:3]([CH2:6][OH:7])[CH2:2][O:1]2)[CH2:11][CH2:10][CH2:9]1. (4) Given the reactants [C@H:1]12[CH2:7][C@H:4]([CH2:5][CH2:6]1)[CH2:3][C@@H:2]2O.[C:9]1(=[O:19])[NH:13][C:12](=[O:14])[C:11]2=[CH:15][CH:16]=[CH:17][CH:18]=[C:10]12.C1(P(C2C=CC=CC=2)C2C=CC=CC=2)C=CC=CC=1.CCOC(/N=N/C(OCC)=O)=O, predict the reaction product. The product is: [C@H:1]12[CH2:7][C@H:4]([CH2:5][CH2:6]1)[CH2:3][C@H:2]2[N:13]1[C:9](=[O:19])[C:10]2[C:11](=[CH:15][CH:16]=[CH:17][CH:18]=2)[C:12]1=[O:14]. (5) Given the reactants Br[C:2]1[CH:7]=[CH:6][C:5]([C:8]([F:11])([F:10])[F:9])=[CH:4][C:3]=1[CH2:12][CH2:13][C:14]([OH:16])=O.C([Li])CCC, predict the reaction product. The product is: [F:11][C:8]([F:9])([F:10])[C:5]1[CH:4]=[C:3]2[C:2](=[CH:7][CH:6]=1)[C:14](=[O:16])[CH2:13][CH2:12]2. (6) Given the reactants [Br:1][C:2]1[CH:3]=[C:4]2[C:8](=[CH:9][CH:10]=1)[NH:7][C:6](=[O:11])[CH2:5]2.[N:12]1([CH2:17][CH2:18][NH:19][C:20]([C:22]2[CH:26]=[C:25]([CH3:27])[NH:24][C:23]=2[CH:28]=O)=[O:21])[CH2:16][CH2:15][CH2:14][CH2:13]1.N1CCCCC1, predict the reaction product. The product is: [N:12]1([CH2:17][CH2:18][NH:19][C:20]([C:22]2[CH:26]=[C:25]([CH3:27])[NH:24][C:23]=2[CH:28]=[C:5]2[C:4]3[C:8](=[CH:9][CH:10]=[C:2]([Br:1])[CH:3]=3)[NH:7][C:6]2=[O:11])=[O:21])[CH2:16][CH2:15][CH2:14][CH2:13]1. (7) Given the reactants [CH2:1]([O:3][C:4]([C:6]1[N:7]([C:26]2[CH:31]=[CH:30][C:29]([O:32][CH:33]3[CH2:37][CH2:36][CH2:35][CH2:34]3)=[CH:28][CH:27]=2)[C:8]2[C:13]([C:14]=1I)=[CH:12][C:11]([C:16]1[CH:21]=[CH:20][C:19]([C:22]([F:25])([F:24])[F:23])=[CH:18][CH:17]=1)=[CH:10][CH:9]=2)=[O:5])[CH3:2].C([Mg]Cl)(C)C.[Li+].[Cl-].[C:45](=[O:47])=[O:46], predict the reaction product. The product is: [CH3:2][CH2:1][O:3][C:4]([C:6]1[N:7]([C:26]2[CH:31]=[CH:30][C:29]([O:32][CH:33]3[CH2:37][CH2:36][CH2:35][CH2:34]3)=[CH:28][CH:27]=2)[C:8]2[C:13]([C:14]=1[C:45]([OH:47])=[O:46])=[CH:12][C:11]([C:16]1[CH:21]=[CH:20][C:19]([C:22]([F:25])([F:24])[F:23])=[CH:18][CH:17]=1)=[CH:10][CH:9]=2)=[O:5].